This data is from Reaction yield outcomes from USPTO patents with 853,638 reactions. The task is: Predict the reaction yield, written as a fraction of the theoretical maximum amount of product (1.0 means a 100% yield; for example, 0.34 means a 34% yield). (1) The reactants are [Cl:1][C:2]1[C:7]([Cl:8])=[CH:6][CH:5]=[CH:4][C:3]=1[CH2:9][CH:10]([C:13]#[N:14])[C:11]#[N:12].O.[NH2:16][NH2:17]. The catalyst is C(O)C. The product is [Cl:1][C:2]1[C:7]([Cl:8])=[CH:6][CH:5]=[CH:4][C:3]=1[CH2:9][C:10]1[C:11]([NH2:12])=[N:16][NH:17][C:13]=1[NH2:14]. The yield is 0.470. (2) The reactants are C[O:2][C:3]([C:5]1[CH:10]=[CH:9][N:8]2[N:11]=[CH:12][CH:13]=[C:7]2[CH:6]=1)=[O:4].[OH-].[K+].O. The catalyst is CO.C1COCC1. The product is [N:11]1[N:8]2[CH:9]=[CH:10][C:5]([C:3]([OH:4])=[O:2])=[CH:6][C:7]2=[CH:13][CH:12]=1. The yield is 0.840. (3) The reactants are [CH3:1][C:2]1[CH:13]=[C:6]2[C:7]([O:9][C:10](=[O:12])[NH:11][C:5]2=[CH:4][CH:3]=1)=[O:8].[N+:14]([O-])([O-:16])=[O:15].[K+]. The yield is 0.440. The product is [CH3:1][C:2]1[CH:13]=[C:6]2[C:7]([O:9][C:10](=[O:12])[NH:11][C:5]2=[C:4]([N+:14]([O-:16])=[O:15])[CH:3]=1)=[O:8]. The catalyst is OS(O)(=O)=O.